Dataset: Catalyst prediction with 721,799 reactions and 888 catalyst types from USPTO. Task: Predict which catalyst facilitates the given reaction. (1) Reactant: [C:1]1([NH:7][C:8]2[CH:14]=[CH:13][C:11](N)=[CH:10][CH:9]=2)[CH:6]=[CH:5]C=CC=1.OC1CCCO1. Product: [NH:7]1[C:8]2[C:9](=[CH:10][CH:11]=[CH:13][CH:14]=2)[CH2:5][CH2:6][CH2:1]1. The catalyst class is: 6. (2) Reactant: I[C:2]1[CH:3]=[C:4]2[C:9](=[CH:10][CH:11]=1)[N:8]=[CH:7][NH:6][C:5]2=[O:12].[Cu][C:14]#[N:15]. Product: [C:14]([C:2]1[CH:3]=[C:4]2[C:9](=[CH:10][CH:11]=1)[N:8]=[CH:7][NH:6][C:5]2=[O:12])#[N:15]. The catalyst class is: 60. (3) Reactant: [NH:1]1[CH:5]=[C:4]([C:6]2[C:7]3[CH:14]=[CH:13][N:12]([CH2:15][O:16][CH2:17][CH2:18][Si:19]([CH3:22])([CH3:21])[CH3:20])[C:8]=3[N:9]=[CH:10][N:11]=2)[CH:3]=[N:2]1.[C:23]([CH:25]=[C:26]1[CH2:29][CH:28]([C:30]([O:32][CH2:33][CH3:34])=[O:31])[CH2:27]1)#[N:24].N12CCCN=C1CCCCC2. Product: [C:23]([CH2:25][C:26]1([N:1]2[CH:5]=[C:4]([C:6]3[C:7]4[CH:14]=[CH:13][N:12]([CH2:15][O:16][CH2:17][CH2:18][Si:19]([CH3:22])([CH3:21])[CH3:20])[C:8]=4[N:9]=[CH:10][N:11]=3)[CH:3]=[N:2]2)[CH2:29][CH:28]([C:30]([O:32][CH2:33][CH3:34])=[O:31])[CH2:27]1)#[N:24]. The catalyst class is: 10. (4) The catalyst class is: 2. Product: [NH2:28][C:26]1[CH2:25][O:24][CH2:23][C:7]2([C:6]3[CH:5]=[C:4]([OH:29])[CH:3]=[C:2]([F:1])[C:15]=3[O:14][C:13]3[C:8]2=[CH:9][C:10]([C:16]2[C:17]([F:22])=[N:18][CH:19]=[CH:20][CH:21]=2)=[CH:11][CH:12]=3)[N:27]=1. Reactant: [F:1][C:2]1[C:15]2[O:14][C:13]3[C:8](=[CH:9][C:10]([C:16]4[C:17]([F:22])=[N:18][CH:19]=[CH:20][CH:21]=4)=[CH:11][CH:12]=3)[C:7]3([N:27]=[C:26]([NH2:28])[CH2:25][O:24][CH2:23]3)[C:6]=2[CH:5]=[C:4]([O:29]C)[CH:3]=1.B(Br)(Br)Br.